This data is from Full USPTO retrosynthesis dataset with 1.9M reactions from patents (1976-2016). The task is: Predict the reactants needed to synthesize the given product. Given the product [F:1][C:2]1[CH:3]=[CH:4][C:5]([NH:8][C:9](=[O:29])[CH2:10][C:11]([NH:13][C:14]2[CH:19]=[CH:18][C:17]([O:20][C:21]3[CH:26]=[CH:25][N:24]=[C:23]([NH:27][C:40]([CH:37]4[CH2:39][CH2:38]4)=[O:41])[CH:22]=3)=[CH:16][C:15]=2[F:28])=[O:12])=[CH:6][CH:7]=1, predict the reactants needed to synthesize it. The reactants are: [F:1][C:2]1[CH:7]=[CH:6][C:5]([NH:8][C:9](=[O:29])[CH2:10][C:11]([NH:13][C:14]2[CH:19]=[CH:18][C:17]([O:20][C:21]3[CH:26]=[CH:25][N:24]=[C:23]([NH2:27])[CH:22]=3)=[CH:16][C:15]=2[F:28])=[O:12])=[CH:4][CH:3]=1.C(N(CC)CC)C.[CH:37]1([C:40](Cl)=[O:41])[CH2:39][CH2:38]1.[OH-].[Na+].